Dataset: Catalyst prediction with 721,799 reactions and 888 catalyst types from USPTO. Task: Predict which catalyst facilitates the given reaction. (1) Reactant: [C:1]([O:5][C:6]([N:8]1[CH:17]([CH:18]([OH:36])[CH:19]([O:21][C:22](=[O:35])[CH:23]([NH:27][C:28]([O:30][C:31]([CH3:34])([CH3:33])[CH3:32])=[O:29])[CH:24]([CH3:26])[CH3:25])[CH3:20])[CH2:16][NH:15][C:14]2[NH:13][C:12]([N:37]=CN(C)C)=[N:11][C:10](=[O:42])[C:9]1=2)=[O:7])([CH3:4])([CH3:3])[CH3:2].Cl.C(=O)(O)[O-].[Na+]. Product: [C:1]([O:5][C:6]([N:8]1[CH:17]([CH:18]([OH:36])[CH:19]([O:21][C:22](=[O:35])[CH:23]([NH:27][C:28]([O:30][C:31]([CH3:34])([CH3:33])[CH3:32])=[O:29])[CH:24]([CH3:26])[CH3:25])[CH3:20])[CH2:16][NH:15][C:14]2[NH:13][C:12]([NH2:37])=[N:11][C:10](=[O:42])[C:9]1=2)=[O:7])([CH3:4])([CH3:2])[CH3:3]. The catalyst class is: 291. (2) Reactant: [Br-].[Mg+2].[Br-].C([O:11][C:12]1[CH:21]=[C:20]([O:22][CH2:23][C:24]2[CH:29]=[CH:28][CH:27]=[CH:26][CH:25]=2)[CH:19]=[C:18]2[C:13]=1[C:14](=[O:30])[NH:15][CH:16]=[N:17]2)C1C=CC=CC=1. Product: [CH2:23]([O:22][C:20]1[CH:19]=[C:18]2[C:13]([C:14](=[O:30])[NH:15][CH:16]=[N:17]2)=[C:12]([OH:11])[CH:21]=1)[C:24]1[CH:25]=[CH:26][CH:27]=[CH:28][CH:29]=1. The catalyst class is: 17. (3) Reactant: S(Cl)(Cl)=O.[OH:5][C:6]1[C:11](=[O:12])[C:10]([CH:13](O)[C:14]([F:17])([F:16])[F:15])=[CH:9][NH:8][C:7]=1[CH3:19].CO.[Cl:22]CCl. Product: [Cl:22][CH:13]([C:10]1[C:11](=[O:12])[C:6]([OH:5])=[C:7]([CH3:19])[NH:8][CH:9]=1)[C:14]([F:17])([F:16])[F:15]. The catalyst class is: 10. (4) Reactant: CS(O[CH:6]([C:8]1[C:17]([C:18]2[CH:23]=[CH:22][CH:21]=[C:20]([F:24])[CH:19]=2)=[C:16]2[C:11]([CH:12]=[CH:13][CH:14]=[N:15]2)=[C:10]([C:25]#[N:26])[CH:9]=1)[CH3:7])(=O)=O.[N-:27]=[N+:28]=[N-:29].[Na+]. Product: [N:27]([CH:6]([C:8]1[CH:9]=[C:10]([C:25]#[N:26])[C:11]2[CH:12]=[CH:13][CH:14]=[N:15][C:16]=2[C:17]=1[C:18]1[CH:23]=[CH:22][CH:21]=[C:20]([F:24])[CH:19]=1)[CH3:7])=[N+:28]=[N-:29]. The catalyst class is: 9. (5) Reactant: [CH3:1][O:2][C:3]1[CH:8]=[CH:7][C:6]([NH:9][C:10]2[C:11](=O)[N:12]([CH3:22])[C:13](=[O:21])[C:14]=2[C:15]2[CH:20]=[CH:19][CH:18]=[CH:17][CH:16]=2)=[CH:5][CH:4]=1.COC1C=CC(P2(SP(C3C=CC(OC)=CC=3)(=S)S2)=[S:33])=CC=1. Product: [CH3:1][O:2][C:3]1[CH:8]=[CH:7][C:6]([NH:9][C:10]2[C:11](=[S:33])[N:12]([CH3:22])[C:13](=[O:21])[C:14]=2[C:15]2[CH:20]=[CH:19][CH:18]=[CH:17][CH:16]=2)=[CH:5][CH:4]=1. The catalyst class is: 11.